This data is from Reaction yield outcomes from USPTO patents with 853,638 reactions. The task is: Predict the reaction yield, written as a fraction of the theoretical maximum amount of product (1.0 means a 100% yield; for example, 0.34 means a 34% yield). (1) The reactants are CC([Si](C)(C)[O:6][CH2:7][CH2:8][N:9]([CH2:20][C:21]1[N:25]([CH2:26][C@H:27]2[CH2:32][CH2:31][CH2:30][N:29](C(OC(C)(C)C)=O)[CH2:28]2)[C:24]2[CH:40]=[CH:41][CH:42]=[CH:43][C:23]=2[N:22]=1)[C@@H:10]1[C:19]2[N:18]=[CH:17][CH:16]=[CH:15][C:14]=2[CH2:13][CH2:12][CH2:11]1)(C)C.CN(CC1N(C[C@H]2CCCNC2)C2C=CC=CC=2N=1)[C@@H]1C2N=CC=CC=2CCC1. No catalyst specified. The product is [NH:29]1[CH2:30][CH2:31][CH2:32][C@H:27]([CH2:26][N:25]2[C:24]3[CH:40]=[CH:41][CH:42]=[CH:43][C:23]=3[N:22]=[C:21]2[CH2:20][N:9]([C@@H:10]2[C:19]3[N:18]=[CH:17][CH:16]=[CH:15][C:14]=3[CH2:13][CH2:12][CH2:11]2)[CH2:8][CH2:7][OH:6])[CH2:28]1. The yield is 1.00. (2) The reactants are C([O:8][C:9]1[C:10](=[O:28])[N:11]([CH3:27])[CH:12]=[C:13]([N:15]2[CH2:19][CH:18]([C:20]3[CH:25]=[CH:24][CH:23]=[CH:22][CH:21]=3)[CH2:17][C:16]2=[O:26])[CH:14]=1)C1C=CC=CC=1. The catalyst is CO.[Pd]. The product is [OH:8][C:9]1[C:10](=[O:28])[N:11]([CH3:27])[CH:12]=[C:13]([N:15]2[CH2:19][CH:18]([C:20]3[CH:21]=[CH:22][CH:23]=[CH:24][CH:25]=3)[CH2:17][C:16]2=[O:26])[CH:14]=1. The yield is 0.590.